This data is from Reaction yield outcomes from USPTO patents with 853,638 reactions. The task is: Predict the reaction yield, written as a fraction of the theoretical maximum amount of product (1.0 means a 100% yield; for example, 0.34 means a 34% yield). (1) The reactants are C(N(CC)CC)C.[CH3:8][S:9](Cl)(=[O:11])=[O:10].[CH2:13]([O:17][C:18]1[CH:23]=[CH:22][C:21]([S:24]([NH:27][CH2:28][C:29]([N:38]2[CH2:43][CH2:42][NH:41][CH2:40][CH2:39]2)([C:34]([O:36][CH3:37])=[O:35])[C:30]([O:32][CH3:33])=[O:31])(=[O:26])=[O:25])=[CH:20][CH:19]=1)[C:14]#[C:15][CH3:16]. The catalyst is ClCCl. The product is [CH2:13]([O:17][C:18]1[CH:23]=[CH:22][C:21]([S:24]([NH:27][CH2:28][C:29]([N:38]2[CH2:39][CH2:40][N:41]([S:9]([CH3:8])(=[O:11])=[O:10])[CH2:42][CH2:43]2)([C:30]([O:32][CH3:33])=[O:31])[C:34]([O:36][CH3:37])=[O:35])(=[O:26])=[O:25])=[CH:20][CH:19]=1)[C:14]#[C:15][CH3:16]. The yield is 0.580. (2) The product is [CH2:16]([O:1][CH2:2][CH:3]([CH2:6][CH2:7][CH:8]=[CH2:9])[CH2:4][OH:5])[C:13]1[CH:14]=[CH:15][CH:10]=[CH:11][CH:12]=1. The reactants are [OH:1][CH2:2][CH:3]([CH2:6][CH2:7][CH:8]=[CH2:9])[CH2:4][OH:5].[CH:10]1[CH:15]=[CH:14][C:13]([CH2:16]Br)=[CH:12][CH:11]=1. The yield is 0.780. The catalyst is C(Cl)Cl.